From a dataset of Full USPTO retrosynthesis dataset with 1.9M reactions from patents (1976-2016). Predict the reactants needed to synthesize the given product. (1) Given the product [ClH:1].[Cl:12][C:8]1[C:7]([CH3:13])=[C:6]2[C:11]([C:2]([NH:22][C:21]3[CH:23]=[CH:24][CH:25]=[C:19]([O:18][CH3:17])[CH:20]=3)=[C:3]([C:14]([NH2:16])=[O:15])[CH:4]=[N:5]2)=[CH:10][CH:9]=1, predict the reactants needed to synthesize it. The reactants are: [Cl:1][C:2]1[C:11]2[C:6](=[C:7]([CH3:13])[C:8]([Cl:12])=[CH:9][CH:10]=2)[N:5]=[CH:4][C:3]=1[C:14]([NH2:16])=[O:15].[CH3:17][O:18][C:19]1[CH:20]=[C:21]([CH:23]=[CH:24][CH:25]=1)[NH2:22].Cl.IC1C=C2C(=CC=1)N=CC(C(N)=O)=C2NC1C=CC=C(OC)C=1. (2) Given the product [O:1]1[C:5]2[CH:6]=[CH:7][C:8]([CH:10]([NH:16][C@H:17]([C:22]([OH:24])=[O:23])[CH2:18][CH:19]([CH3:21])[CH3:20])[C:11]([N:13]([CH3:15])[CH3:14])=[O:12])=[CH:9][C:4]=2[CH:3]=[CH:2]1, predict the reactants needed to synthesize it. The reactants are: [O:1]1[C:5]2[CH:6]=[CH:7][C:8]([CH:10]([NH:16][C@H:17]([C:22]([O:24]C)=[O:23])[CH2:18][CH:19]([CH3:21])[CH3:20])[C:11]([N:13]([CH3:15])[CH3:14])=[O:12])=[CH:9][C:4]=2[CH:3]=[CH:2]1.[OH-].[Li+]. (3) Given the product [C:1]([O:5][C:6]([N:8]1[CH2:13][CH2:12][N:11]([CH3:17])[C:10](=[O:14])[CH2:9]1)=[O:7])([CH3:4])([CH3:2])[CH3:3], predict the reactants needed to synthesize it. The reactants are: [C:1]([O:5][C:6]([N:8]1[CH2:13][CH2:12][NH:11][C:10](=[O:14])[CH2:9]1)=[O:7])([CH3:4])([CH3:3])[CH3:2].[H-].[Na+].[CH3:17]I. (4) Given the product [NH2:2][C:3]1[N:8]=[CH:7][N:6]=[C:5]([NH:9][C:10]2[C:15](=[O:16])[N:14]3[C:17]4([NH:23][C:24](=[O:25])[C:13]3=[C:12]([CH3:26])[CH:11]=2)[CH2:22][CH2:21][N:20]([CH2:30][C:29]#[N:32])[CH2:19][CH2:18]4)[C:4]=1[O:27][CH3:28], predict the reactants needed to synthesize it. The reactants are: Cl.[NH2:2][C:3]1[N:8]=[CH:7][N:6]=[C:5]([NH:9][C:10]2[C:15](=[O:16])[N:14]3[C:17]4([NH:23][C:24](=[O:25])[C:13]3=[C:12]([CH3:26])[CH:11]=2)[CH2:22][CH2:21][NH:20][CH2:19][CH2:18]4)[C:4]=1[O:27][CH3:28].[CH:29]([N:32](CC)C(C)C)(C)[CH3:30].BrCC#N.